This data is from Full USPTO retrosynthesis dataset with 1.9M reactions from patents (1976-2016). The task is: Predict the reactants needed to synthesize the given product. (1) Given the product [CH3:34][C:24]1[CH:29]=[CH:28][C:27]([S:30]([O:21][CH2:20][CH:19]([OH:22])[CH2:18][C:17]2[C:9]([O:8][CH2:1][C:2]3[CH:3]=[CH:4][CH:5]=[CH:6][CH:7]=3)=[C:10]3[C:14](=[CH:15][C:16]=2[Cl:23])[CH2:13][CH2:12][CH2:11]3)(=[O:32])=[O:31])=[CH:26][CH:25]=1, predict the reactants needed to synthesize it. The reactants are: [CH2:1]([O:8][C:9]1[C:17]([CH2:18][CH:19]([OH:22])[CH2:20][OH:21])=[C:16]([Cl:23])[CH:15]=[C:14]2[C:10]=1[CH2:11][CH2:12][CH2:13]2)[C:2]1[CH:7]=[CH:6][CH:5]=[CH:4][CH:3]=1.[C:24]1([CH3:34])[CH:29]=[CH:28][C:27]([S:30](Cl)(=[O:32])=[O:31])=[CH:26][CH:25]=1.CC1C=CC(S(OCC2OC3C4CCCC=4C(C)=CC=3C2)(=O)=O)=CC=1. (2) Given the product [OH:41][C:28]1[C:27](=[O:26])[N:16]([C:17]2[N:18]=[N:19][C:20]([CH3:23])=[CH:21][CH:22]=2)[CH:12]([C:11]2[CH:14]=[CH:15][C:8]([O:7][C:2]3[CH:3]=[CH:4][CH:5]=[CH:6][N:1]=3)=[CH:9][CH:10]=2)[C:29]=1[C:30](=[O:31])[C:32]1[CH:37]=[CH:36][C:35]([CH:38]([CH3:40])[CH3:39])=[CH:34][CH:33]=1, predict the reactants needed to synthesize it. The reactants are: [N:1]1[CH:6]=[CH:5][CH:4]=[CH:3][C:2]=1[O:7][C:8]1[CH:15]=[CH:14][C:11]([CH:12]=O)=[CH:10][CH:9]=1.[NH2:16][C:17]1[N:18]=[N:19][C:20]([CH3:23])=[CH:21][CH:22]=1.C([O:26][C:27](=O)[C:28]([OH:41])=[CH:29][C:30]([C:32]1[CH:37]=[CH:36][C:35]([CH:38]([CH3:40])[CH3:39])=[CH:34][CH:33]=1)=[O:31])C. (3) Given the product [Cl:1][C:2]1[C:7]([Cl:8])=[CH:6][C:5]2[NH:10][C:38]([NH:39][CH:40]([CH3:45])[CH3:41])=[N:37][C:4]=2[CH:3]=1, predict the reactants needed to synthesize it. The reactants are: [Cl:1][C:2]1[CH:3]=[CH:4][C:5]([NH2:10])=[C:6](N)[C:7]=1[Cl:8].C(N=C=S)(C)C.CC1C=CC(S([O-])(=O)=O)=CC=1.C[N+]1(CC[N:37]=[C:38]=[N:39][CH:40]2[CH2:45]CCC[CH2:41]2)CCOCC1. (4) Given the product [CH3:5][C@@H:4]([NH:6][C:7](=[O:13])[O:8][C:9]([CH3:12])([CH3:11])[CH3:10])[CH2:3][CH2:2][NH:1][CH2:14][CH:15]([CH3:17])[CH3:16], predict the reactants needed to synthesize it. The reactants are: [NH2:1][CH2:2][CH2:3][C@H:4]([NH:6][C:7](=[O:13])[O:8][C:9]([CH3:12])([CH3:11])[CH3:10])[CH3:5].[CH:14](=O)[CH:15]([CH3:17])[CH3:16].C(O[BH-](OC(=O)C)OC(=O)C)(=O)C.[Na+]. (5) Given the product [Cl:28][C:24]1[CH:25]=[CH:26][CH:27]=[C:2]([Cl:1])[C:3]=1[CH2:4][N:5]1[CH2:10][CH2:9][N:8]([C:11]2[CH:12]=[CH:13][C:14]3[O:18][C:17]([C:19]([N:38]4[CH2:43][CH2:42][O:41][CH2:40][CH2:39]4)=[O:21])=[CH:16][C:15]=3[C:22]=2[CH3:23])[CH2:7][CH2:6]1, predict the reactants needed to synthesize it. The reactants are: [Cl:1][C:2]1[CH:27]=[CH:26][CH:25]=[C:24]([Cl:28])[C:3]=1[CH2:4][N:5]1[CH2:10][CH2:9][N:8]([C:11]2[CH:12]=[CH:13][C:14]3[O:18][C:17]([C:19]([OH:21])=O)=[CH:16][C:15]=3[C:22]=2[CH3:23])[CH2:7][CH2:6]1.C(N(C(C)C)CC)(C)C.[NH:38]1[CH2:43][CH2:42][O:41][CH2:40][CH2:39]1.F[P-](F)(F)(F)(F)F.N1(O[P+](N(C)C)(N(C)C)N(C)C)C2C=CC=CC=2N=N1. (6) Given the product [OH:4][C:5]1[C:27]([CH3:28])=[CH:26][C:8](/[CH:9]=[CH:10]/[C:11]2[CH:12]=[C:13]([CH:23]=[CH:24][CH:25]=2)[C:14](=[O:22])[S:15][C:16]2[CH:21]=[CH:20][CH:19]=[CH:18][CH:17]=2)=[CH:7][C:6]=1[CH3:29], predict the reactants needed to synthesize it. The reactants are: COC[O:4][C:5]1[C:27]([CH3:28])=[CH:26][C:8](/[CH:9]=[CH:10]/[C:11]2[CH:12]=[C:13]([CH:23]=[CH:24][CH:25]=2)[C:14](=[O:22])[S:15][C:16]2[CH:21]=[CH:20][CH:19]=[CH:18][CH:17]=2)=[CH:7][C:6]=1[CH3:29].Cl.